From a dataset of Forward reaction prediction with 1.9M reactions from USPTO patents (1976-2016). Predict the product of the given reaction. (1) Given the reactants [CH3:1][O:2][C:3]1[C:8]([N:9]2[C:13]([C:14]([F:17])([F:16])[F:15])=[N:12][N:11]=[N:10]2)=[CH:7][CH:6]=[C:5]([O:18][CH3:19])[C:4]=1[CH2:20]O.P(Br)(Br)[Br:23].C(=O)(O)[O-].[Na+], predict the reaction product. The product is: [Br:23][CH2:20][C:4]1[C:3]([O:2][CH3:1])=[C:8]([N:9]2[C:13]([C:14]([F:17])([F:16])[F:15])=[N:12][N:11]=[N:10]2)[CH:7]=[CH:6][C:5]=1[O:18][CH3:19]. (2) The product is: [CH2:3]([O:7][C:9]1[CH:14]=[C:13]([CH2:15][C:16]2[C:21]([F:22])=[CH:20][CH:19]=[CH:18][C:17]=2[Cl:23])[N:12]=[CH:11][N:10]=1)[C:4]#[C:5][CH3:6]. Given the reactants [H-].[Na+].[CH2:3]([OH:7])[C:4]#[C:5][CH3:6].Cl[C:9]1[CH:14]=[C:13]([CH2:15][C:16]2[C:21]([F:22])=[CH:20][CH:19]=[CH:18][C:17]=2[Cl:23])[N:12]=[CH:11][N:10]=1.[Cl-].[NH4+], predict the reaction product. (3) Given the reactants [C:1]([O:5][C:6]([NH:8][C@:9]1([C:14]([O:16]CC)=[O:15])[CH2:11][C@@H:10]1[CH:12]=[CH2:13])=[O:7])([CH3:4])([CH3:3])[CH3:2].O.O1CCCC1.O.[OH-].[Li+], predict the reaction product. The product is: [C:1]([O:5][C:6]([NH:8][C@:9]1([C:14]([OH:16])=[O:15])[CH2:11][C@@H:10]1[CH:12]=[CH2:13])=[O:7])([CH3:4])([CH3:2])[CH3:3]. (4) Given the reactants CN1CCOCC1.[NH2:8][C:9]1[CH:17]=[CH:16][C:12]([C:13]([OH:15])=[O:14])=[C:11](Cl)[CH:10]=1.[Cl:19]N1N=C(OC)C=C(OC)N1, predict the reaction product. The product is: [NH2:8][C:9]1[CH:17]=[CH:16][C:12]([C:13]([OH:15])=[O:14])=[CH:11][C:10]=1[Cl:19]. (5) Given the reactants C[O:2][C:3](=[O:18])[C:4]([C:7]1[CH:12]=[CH:11][C:10]([C:13]2[O:14][CH:15]=[CH:16][CH:17]=2)=[CH:9][CH:8]=1)([CH3:6])[CH3:5].[OH-].[Na+].Cl, predict the reaction product. The product is: [O:14]1[CH:15]=[CH:16][CH:17]=[C:13]1[C:10]1[CH:11]=[CH:12][C:7]([C:4]([CH3:6])([CH3:5])[C:3]([OH:18])=[O:2])=[CH:8][CH:9]=1. (6) Given the reactants [Cl:1][C:2]1[CH:3]=[C:4]2[C:9](=[C:10]([Cl:12])[CH:11]=1)[CH2:8][N:7](C)[CH2:6][CH:5]2[C:14]1C=CC(S(Cl)(=O)=O)=CC=1.Br[CH2:25][C:26]([C:28]1[CH:33]=[CH:32][CH:31]=[CH:30][CH:29]=1)=[O:27].C(N(CC)CC)C.BrC1C=CC(C2C3C(=C(Cl)C=C(Cl)C=3)CN(C)C2)=CC=1, predict the reaction product. The product is: [CH:6]1([N:7]([CH2:8][C:9]2[CH:4]=[CH:3][C:2]([Cl:1])=[CH:11][C:10]=2[Cl:12])[CH2:25][C:26]([C:28]2[CH:33]=[CH:32][CH:31]=[CH:30][CH:29]=2)=[O:27])[CH2:5][CH2:14]1. (7) The product is: [Br:20][C:18]1[CH:19]=[C:14]([C:5]2[C:6]3[N:7]([C:9]([CH2:12][CH3:13])=[CH:10][CH:11]=3)[N:8]=[C:3]([CH2:2][C:30]#[N:31])[C:4]=2[CH2:21][CH2:22][CH2:23][CH2:24][C:25]([O:27][CH2:28][CH3:29])=[O:26])[CH:15]=[N:16][CH:17]=1. Given the reactants Br[CH2:2][C:3]1[C:4]([CH2:21][CH2:22][CH2:23][CH2:24][C:25]([O:27][CH2:28][CH3:29])=[O:26])=[C:5]([C:14]2[CH:15]=[N:16][CH:17]=[C:18]([Br:20])[CH:19]=2)[C:6]2[N:7]([C:9]([CH2:12][CH3:13])=[CH:10][CH:11]=2)[N:8]=1.[C-:30]#[N:31].[K+], predict the reaction product. (8) Given the reactants [C:1]([N:8]([CH:10]1[CH2:14][CH2:13][NH:12][CH2:11]1)[CH3:9])([O:3][C:4]([CH3:7])([CH3:6])[CH3:5])=[O:2].[I-].[K+].C(=O)([O-])[O-].[K+].[K+].Br[CH2:24][CH2:25][CH2:26][CH2:27][CH3:28], predict the reaction product. The product is: [C:4]([O:3][C:1](=[O:2])[N:8]([CH:10]1[CH2:14][CH2:13][N:12]([CH2:24][CH2:25][CH2:26][CH2:27][CH3:28])[CH2:11]1)[CH3:9])([CH3:6])([CH3:7])[CH3:5].